Dataset: Reaction yield outcomes from USPTO patents with 853,638 reactions. Task: Predict the reaction yield, written as a fraction of the theoretical maximum amount of product (1.0 means a 100% yield; for example, 0.34 means a 34% yield). (1) The reactants are [Br:1][C:2]1[CH:9]=[CH:8][C:7]([CH:10]=[O:11])=[CH:6][C:3]=1[C:4]#[N:5].[CH3:12][Mg]I. The product is [Br:1][C:2]1[CH:9]=[CH:8][C:7]([CH:10]([OH:11])[CH3:12])=[CH:6][C:3]=1[C:4]#[N:5]. The catalyst is C1COCC1. The yield is 0.910. (2) The reactants are [CH3:1][S:2]([C:5]1[CH:6]=[CH:7][C:8]([O:14][C@@H:15]([CH3:20])[C:16]([F:19])([F:18])[F:17])=[C:9]([CH:13]=1)[C:10]([OH:12])=O)(=[O:4])=[O:3].Cl.[CH3:22][C:23]1[N:24]=[C:25]([N:32]2[CH2:37][CH2:36][NH:35][CH2:34][CH2:33]2)[S:26][C:27]=1[C:28]([F:31])([F:30])[F:29]. No catalyst specified. The product is [CH3:1][S:2]([C:5]1[CH:6]=[CH:7][C:8]([O:14][C@@H:15]([CH3:20])[C:16]([F:19])([F:18])[F:17])=[C:9]([C:10]([N:35]2[CH2:36][CH2:37][N:32]([C:25]3[S:26][C:27]([C:28]([F:31])([F:29])[F:30])=[C:23]([CH3:22])[N:24]=3)[CH2:33][CH2:34]2)=[O:12])[CH:13]=1)(=[O:3])=[O:4]. The yield is 0.560. (3) The yield is 0.0900. The product is [N:20]1[CH:21]=[CH:22][CH:23]=[CH:24][C:19]=1[C:17]1[O:18][C:12]2[CH2:11][N:10]([C:8]3[CH:9]=[C:2]([C:31]#[N:32])[CH:3]=[C:4]([CH:7]=3)[C:5]#[N:6])[CH2:15][CH2:14][C:13]=2[N:16]=1. No catalyst specified. The reactants are F[C:2]1[CH:3]=[C:4]([CH:7]=[C:8]([N:10]2[CH2:15][CH2:14][C:13]3[N:16]=[C:17]([C:19]4[CH:24]=[CH:23][CH:22]=[CH:21][N:20]=4)[O:18][C:12]=3[CH2:11]2)[CH:9]=1)[C:5]#[N:6].BrC1C=C(C#N)C=C(C=1)[C:31]#[N:32]. (4) The reactants are [Br:1][C:2]1[C:3]([N:16]2[CH2:21][CH2:20][CH2:19][C@@H:18]([NH:22]C(=O)OC(C)(C)C)[CH2:17]2)=[C:4]2[C:10]([NH:11][C:12](=[O:15])[CH2:13][CH3:14])=[CH:9][NH:8][C:5]2=[N:6][CH:7]=1.C(O)(C(F)(F)F)=O.C(Cl)[Cl:38]. The product is [ClH:38].[NH2:22][C@@H:18]1[CH2:19][CH2:20][CH2:21][N:16]([C:3]2[C:2]([Br:1])=[CH:7][N:6]=[C:5]3[NH:8][CH:9]=[C:10]([NH:11][C:12](=[O:15])[CH2:13][CH3:14])[C:4]=23)[CH2:17]1. No catalyst specified. The yield is 0.779. (5) The reactants are [F:1][C:2]1[CH:7]=[CH:6][C:5]([CH2:8][C:9]2[CH:18]=[C:17]3[C:12]([C:13]([OH:26])=[C:14]([C:21]([O:23]CC)=O)[C:15](=[O:20])[N:16]3[CH3:19])=[N:11][CH:10]=2)=[CH:4][CH:3]=1.[S:27]1[CH:31]=[CH:30][N:29]=[C:28]1[CH2:32][NH2:33]. No catalyst specified. The product is [F:1][C:2]1[CH:7]=[CH:6][C:5]([CH2:8][C:9]2[CH:18]=[C:17]3[C:12]([C:13]([OH:26])=[C:14]([C:21]([NH:33][CH2:32][C:28]4[S:27][CH:31]=[CH:30][N:29]=4)=[O:23])[C:15](=[O:20])[N:16]3[CH3:19])=[N:11][CH:10]=2)=[CH:4][CH:3]=1. The yield is 0.980. (6) The reactants are [CH2:1]([CH:4]1[CH2:8][CH:7]([O:9][CH2:10][C:11]2[CH:16]=[CH:15][CH:14]=[CH:13][CH:12]=2)[CH2:6][N:5]1[C:17](=[O:28])[CH:18]([NH2:27])[CH2:19][C:20]1[CH:25]=[CH:24][C:23]([F:26])=[CH:22][CH:21]=1)[CH:2]=[CH2:3].[C:29]([N:36]1[CH:45]([C:46](O)=[O:47])[CH2:44][CH:43]2[C:38](=[CH:39][CH:40]=[CH:41][CH2:42]2)[CH2:37]1)([O:31][C:32]([CH3:35])([CH3:34])[CH3:33])=[O:30].ON1C2C=CC=CC=2N=N1.CN1CCOCC1.CN(C)CCCN=C=NCC. The catalyst is CN(C=O)C. The product is [C:32]([O:31][C:29]([N:36]1[CH:45]([C:46](=[O:47])[NH:27][CH:18]([CH2:19][C:20]2[CH:21]=[CH:22][C:23]([F:26])=[CH:24][CH:25]=2)[C:17]([N:5]2[CH2:6][CH:7]([O:9][CH2:10][C:11]3[CH:16]=[CH:15][CH:14]=[CH:13][CH:12]=3)[CH2:8][CH:4]2[CH2:1][CH:2]=[CH2:3])=[O:28])[CH2:44][C:43]2[C:38](=[CH:39][CH:40]=[CH:41][CH:42]=2)[CH2:37]1)=[O:30])([CH3:35])([CH3:34])[CH3:33]. The yield is 0.770. (7) The reactants are [N:1]1([C:7]2[CH:8]=[C:9]3[C:13](=[CH:14][CH:15]=2)[NH:12][N:11]=[CH:10]3)[CH2:6][CH2:5][NH:4][CH2:3][CH2:2]1.[OH-].[Na+].[C:18]([O:22][C:23](=O)[O-:24])([CH3:21])([CH3:20])[CH3:19].O. The product is [C:18]([O:22][C:23]([N:4]1[CH2:5][CH2:6][N:1]([C:7]2[CH:8]=[C:9]3[C:13](=[CH:14][CH:15]=2)[NH:12][N:11]=[CH:10]3)[CH2:2][CH2:3]1)=[O:24])([CH3:21])([CH3:20])[CH3:19]. The catalyst is O1CCOCC1. The yield is 0.820. (8) The yield is 0.222. The reactants are O1CCCC1.[F:6][C:7]1[CH:25]=[CH:24][C:10]([CH2:11][O:12][C:13]2[N:18]=[CH:17][C:16]([CH2:19][C:20](Cl)=[N:21][OH:22])=[CH:15][CH:14]=2)=[CH:9][CH:8]=1.[C:26]([C:28]1[C:29]([NH2:34])=[N:30][CH:31]=[CH:32][CH:33]=1)#[CH:27].C(N(CC)CC)C. The product is [F:6][C:7]1[CH:25]=[CH:24][C:10]([CH2:11][O:12][C:13]2[N:18]=[CH:17][C:16]([CH2:19][C:20]3[CH:27]=[C:26]([C:28]4[C:29]([NH2:34])=[N:30][CH:31]=[CH:32][CH:33]=4)[O:22][N:21]=3)=[CH:15][CH:14]=2)=[CH:9][CH:8]=1. The catalyst is O. (9) The reactants are [Br:1][C:2]1[C:3](F)=[CH:4][C:5]([F:30])=[C:6]([S:8]([N:11]([CH2:19][C:20]2[CH:25]=[CH:24][C:23]([O:26][CH3:27])=[CH:22][C:21]=2[O:28][CH3:29])[C:12]2[CH:17]=[CH:16][C:15]([F:18])=[CH:14][N:13]=2)(=[O:10])=[O:9])[CH:7]=1.C([O-])([O-])=O.[K+].[K+].[F:38][C:39]1[CH:46]=[C:45]([OH:47])[CH:44]=[CH:43][C:40]=1[C:41]#[N:42].O. The catalyst is CS(C)=O.[Cl-].[Na+].O. The product is [Br:1][C:2]1[C:3]([O:47][C:45]2[CH:44]=[CH:43][C:40]([C:41]#[N:42])=[C:39]([F:38])[CH:46]=2)=[CH:4][C:5]([F:30])=[C:6]([S:8]([N:11]([CH2:19][C:20]2[CH:25]=[CH:24][C:23]([O:26][CH3:27])=[CH:22][C:21]=2[O:28][CH3:29])[C:12]2[CH:17]=[CH:16][C:15]([F:18])=[CH:14][N:13]=2)(=[O:9])=[O:10])[CH:7]=1. The yield is 0.280.